This data is from Forward reaction prediction with 1.9M reactions from USPTO patents (1976-2016). The task is: Predict the product of the given reaction. (1) Given the reactants Br[C:2]1[S:6][C:5]([NH:7][C:8]([NH:10][C:11]2[CH:16]=[CH:15][C:14]([CH3:17])=[CH:13][C:12]=2[C:18]([CH:20]2[CH2:24][CH2:23][CH2:22][CH2:21]2)=[O:19])=[O:9])=[N:4][CH:3]=1.[SH:25][C:26]1[CH:31]=[CH:30][N:29]=[CH:28][CH:27]=1, predict the reaction product. The product is: [CH:20]1([C:18]([C:12]2[CH:13]=[C:14]([CH3:17])[CH:15]=[CH:16][C:11]=2[NH:10][C:8]([NH:7][C:5]2[S:6][C:2]([S:25][C:26]3[CH:31]=[CH:30][N:29]=[CH:28][CH:27]=3)=[CH:3][N:4]=2)=[O:9])=[O:19])[CH2:24][CH2:23][CH2:22][CH2:21]1. (2) Given the reactants [F:1][C:2]1[CH:30]=[CH:29][C:5]2[N:6]([CH:10]3[CH2:15][CH2:14][N:13]([C:16]4([CH3:28])[CH2:20][CH2:19][N:18]([C:21]([O:23][C:24](C)(C)[CH3:25])=[O:22])[CH2:17]4)[CH2:12][CH2:11]3)[C:7](=[O:9])[NH:8][C:4]=2[CH:3]=1.C(Cl)(=O)OCC[F:35], predict the reaction product. The product is: [F:1][C:2]1[CH:30]=[CH:29][C:5]2[N:6]([CH:10]3[CH2:15][CH2:14][N:13]([C:16]4([CH3:28])[CH2:20][CH2:19][N:18]([C:21]([O:23][CH2:24][CH2:25][F:35])=[O:22])[CH2:17]4)[CH2:12][CH2:11]3)[C:7](=[O:9])[NH:8][C:4]=2[CH:3]=1. (3) The product is: [ClH:13].[CH3:1][O:2][C:3]1[CH:11]=[CH:10][C:6]([CH2:7][NH2:8])=[CH:5][C:4]=1[OH:12]. Given the reactants [CH3:1][O:2][C:3]1[CH:11]=[CH:10][C:6]([CH:7]=[N:8]O)=[CH:5][C:4]=1[OH:12].[ClH:13], predict the reaction product.